From a dataset of NCI-60 drug combinations with 297,098 pairs across 59 cell lines. Regression. Given two drug SMILES strings and cell line genomic features, predict the synergy score measuring deviation from expected non-interaction effect. (1) Drug 1: C1CCC(C1)C(CC#N)N2C=C(C=N2)C3=C4C=CNC4=NC=N3. Drug 2: COC1=NC(=NC2=C1N=CN2C3C(C(C(O3)CO)O)O)N. Cell line: SK-MEL-28. Synergy scores: CSS=-3.28, Synergy_ZIP=0.977, Synergy_Bliss=3.17, Synergy_Loewe=-2.30, Synergy_HSA=-1.27. (2) Drug 1: C1CN(CCN1C(=O)CCBr)C(=O)CCBr. Drug 2: CC1C(C(CC(O1)OC2CC(CC3=C2C(=C4C(=C3O)C(=O)C5=CC=CC=C5C4=O)O)(C(=O)C)O)N)O. Cell line: NCI/ADR-RES. Synergy scores: CSS=18.4, Synergy_ZIP=-8.20, Synergy_Bliss=-0.605, Synergy_Loewe=-20.0, Synergy_HSA=0.742. (3) Drug 1: CC1CCC2CC(C(=CC=CC=CC(CC(C(=O)C(C(C(=CC(C(=O)CC(OC(=O)C3CCCCN3C(=O)C(=O)C1(O2)O)C(C)CC4CCC(C(C4)OC)O)C)C)O)OC)C)C)C)OC. Drug 2: C1=CN(C=N1)CC(O)(P(=O)(O)O)P(=O)(O)O. Cell line: BT-549. Synergy scores: CSS=7.42, Synergy_ZIP=-1.18, Synergy_Bliss=2.71, Synergy_Loewe=-6.78, Synergy_HSA=0.620. (4) Drug 1: CCN(CC)CCCC(C)NC1=C2C=C(C=CC2=NC3=C1C=CC(=C3)Cl)OC. Drug 2: CC1=C(C(=O)C2=C(C1=O)N3CC4C(C3(C2COC(=O)N)OC)N4)N. Cell line: UACC62. Synergy scores: CSS=35.6, Synergy_ZIP=-2.48, Synergy_Bliss=-3.06, Synergy_Loewe=-5.14, Synergy_HSA=-1.11. (5) Cell line: RPMI-8226. Drug 1: C1C(C(OC1N2C=NC3=C(N=C(N=C32)Cl)N)CO)O. Synergy scores: CSS=24.2, Synergy_ZIP=-4.76, Synergy_Bliss=0.852, Synergy_Loewe=-4.74, Synergy_HSA=1.70. Drug 2: C1C(C(OC1N2C=NC(=NC2=O)N)CO)O.